From a dataset of Reaction yield outcomes from USPTO patents with 853,638 reactions. Predict the reaction yield, written as a fraction of the theoretical maximum amount of product (1.0 means a 100% yield; for example, 0.34 means a 34% yield). (1) The reactants are [F:1][C:2]1[CH:7]=[CH:6][C:5]([C:8]2[C:12]([CH2:13][O:14][C:15]3[CH:16]=[CH:17][C:18]([C:21]([OH:23])=O)=[N:19][CH:20]=3)=[C:11]([CH2:24][OH:25])[O:10][N:9]=2)=[CH:4][CH:3]=1.Cl.[NH2:27][N:28]1[CH2:32][CH2:31][CH2:30][CH2:29]1. No catalyst specified. The product is [N:28]1([NH:27][C:21]([C:18]2[CH:17]=[CH:16][C:15]([O:14][CH2:13][C:12]3[C:8]([C:5]4[CH:4]=[CH:3][C:2]([F:1])=[CH:7][CH:6]=4)=[N:9][O:10][C:11]=3[CH2:24][OH:25])=[CH:20][N:19]=2)=[O:23])[CH2:32][CH2:31][CH2:30][CH2:29]1. The yield is 0.230. (2) The reactants are [OH:1][N:2]=[C:3]([C:8]([O:10]C)=[O:9])[C:4]([O:6]C)=[O:5].[OH-].[Na+].[N+]([O-])(O)=O.[N+]([O-])([O-])=O.[Ag+:22]. The catalyst is O. The product is [OH:1][N:2]=[C:3]([C:8]([O-:10])=[O:9])[C:4]([O-:6])=[O:5].[Ag+2:22]. The yield is 0.965. (3) The reactants are [CH2:1]([NH2:4])[C:2]#[CH:3].C([O-])([O-])=O.[K+].[K+].C[O:12][C:13]1[CH:14]=[C:15](O)[CH:16]=[C:17](OC)[CH:18]=1.C(OCC)(=O)C.CCCCCC. The catalyst is CN(C)C=O. The product is [O:12]([NH:4][CH2:1][C:2]#[CH:3])[C:13]1[CH:14]=[CH:15][CH:16]=[CH:17][CH:18]=1. The yield is 1.00.